From a dataset of Forward reaction prediction with 1.9M reactions from USPTO patents (1976-2016). Predict the product of the given reaction. (1) The product is: [Cl:14][C:15]1[CH:29]=[CH:28][C:18]([O:19][C:20]2[CH:21]=[CH:22][C:23]([CH2:26][O:27][C:2]3[CH:12]=[C:6]4[N:7]([CH3:11])[CH2:8][CH2:9][CH2:10][N:5]4[C:4](=[O:13])[N:3]=3)=[CH:24][CH:25]=2)=[CH:17][C:16]=1[C:30]([F:31])([F:32])[F:33]. Given the reactants Cl[C:2]1[CH:12]=[C:6]2[N:7]([CH3:11])[CH2:8][CH2:9][CH2:10][N:5]2[C:4](=[O:13])[N:3]=1.[Cl:14][C:15]1[CH:29]=[CH:28][C:18]([O:19][C:20]2[CH:25]=[CH:24][C:23]([CH2:26][OH:27])=[CH:22][CH:21]=2)=[CH:17][C:16]=1[C:30]([F:33])([F:32])[F:31], predict the reaction product. (2) Given the reactants [CH3:1][CH:2]([CH3:23])[CH2:3][N:4]([CH2:9][C@@H:10]1[NH:15][CH2:14][CH2:13][N:12]([C:16]([O:18][C:19]([CH3:22])([CH3:21])[CH3:20])=[O:17])[CH2:11]1)[S:5]([CH3:8])(=[O:7])=[O:6].Cl[C:25]1[N:30]=[CH:29][C:28]([C:31]([OH:40])([C:36]([F:39])([F:38])[F:37])[C:32]([F:35])([F:34])[F:33])=[CH:27][N:26]=1.CCN(C(C)C)C(C)C, predict the reaction product. The product is: [CH3:1][CH:2]([CH3:23])[CH2:3][N:4]([CH2:9][C@@H:10]1[N:15]([C:25]2[N:26]=[CH:27][C:28]([C:31]([OH:40])([C:32]([F:33])([F:34])[F:35])[C:36]([F:38])([F:39])[F:37])=[CH:29][N:30]=2)[CH2:14][CH2:13][N:12]([C:16]([O:18][C:19]([CH3:21])([CH3:20])[CH3:22])=[O:17])[CH2:11]1)[S:5]([CH3:8])(=[O:6])=[O:7].